From a dataset of Catalyst prediction with 721,799 reactions and 888 catalyst types from USPTO. Predict which catalyst facilitates the given reaction. Product: [Br:1][C:2]1[CH:3]=[C:4]2[C:9](=[CH:10][CH:11]=1)[CH:8]=[C:7]([B:18]([OH:21])[OH:19])[CH:6]=[CH:5]2. Reactant: [Br:1][C:2]1[CH:11]=[CH:10][C:9]2[C:4](=[CH:5][CH:6]=[C:7](Br)[CH:8]=2)[CH:3]=1.C([Li])CCC.[B:18](OC)([O:21]C)[O:19]C.Cl. The catalyst class is: 392.